Task: Predict the product of the given reaction.. Dataset: Forward reaction prediction with 1.9M reactions from USPTO patents (1976-2016) (1) Given the reactants C(O[BH-](OC(=O)C)OC(=O)C)(=O)C.[Na+].[Cl:15][C:16]1[S:47][C:19]2[C:20]3([CH2:30][CH2:29][N:28]([CH2:31][C:32]4[C:33]([CH3:46])=[N:34][N:35]([C:37]5[C:44]([F:45])=[CH:43][CH:42]=[CH:41][C:38]=5[CH:39]=O)[CH:36]=4)[CH2:27][CH2:26]3)[O:21][CH2:22][C:23]([F:25])([F:24])[C:18]=2[CH:17]=1.[NH2:48][CH2:49][CH2:50][OH:51].C(=O)(O)[O-].[Na+], predict the reaction product. The product is: [Cl:15][C:16]1[S:47][C:19]2[C:20]3([CH2:26][CH2:27][N:28]([CH2:31][C:32]4[C:33]([CH3:46])=[N:34][N:35]([C:37]5[C:44]([F:45])=[CH:43][CH:42]=[CH:41][C:38]=5[CH2:39][NH:48][CH2:49][CH2:50][OH:51])[CH:36]=4)[CH2:29][CH2:30]3)[O:21][CH2:22][C:23]([F:24])([F:25])[C:18]=2[CH:17]=1. (2) The product is: [Br:1][C:2]1[S:3][C:4]([C:12]([C:13]2[CH:14]=[C:15]3[C:16]([CH:19]=[C:20]([C:21]4[CH:22]=[CH:23][CH:24]=[CH:25][CH:26]=4)[NH:27]3)=[CH:17][CH:18]=2)=[O:28])=[CH:5][C:6]=1[CH2:7][C:8]([O:10][CH3:11])=[O:9]. Given the reactants [Br:1][C:2]1[S:3][C:4]([C:12](=[O:28])[C:13]2[CH:18]=[CH:17][C:16]([C:19]#[C:20][C:21]3[CH:26]=[CH:25][CH:24]=[CH:23][CH:22]=3)=[C:15]([NH2:27])[CH:14]=2)=[CH:5][C:6]=1[CH2:7][C:8]([O:10][CH3:11])=[O:9].[Br-].[Br-].[Br-].[In+3], predict the reaction product. (3) Given the reactants CC1[NH:6][CH2:5][C:4]2([CH2:11][CH2:10][N:9]([CH3:12])[CH2:8][CH2:7]2)[O:3]1.[NH2:13][CH2:14][C:15]1([OH:22])[CH2:20][CH2:19][N:18]([CH3:21])[CH2:17][CH2:16]1.C(=O)C, predict the reaction product. The product is: [CH3:7][CH:4]1[CH2:5][NH:6][C:15]2([CH2:16][CH2:17][N:18]([CH3:21])[CH2:19][CH2:20]2)[O:22]1.[NH2:13][CH2:14][CH:15]([OH:22])[CH3:16].[CH3:12][N:9]1[CH2:10][CH2:11][C:4](=[O:3])[CH2:7][CH2:8]1. (4) Given the reactants [N-:1]=[N+:2]=[N-:3].[Na+].CS(O[CH:10]([C:17]1[CH:22]=[CH:21][CH:20]=[CH:19][CH:18]=1)[CH2:11][CH2:12][N:13]1[CH2:16][CH2:15][CH2:14]1)(=O)=O, predict the reaction product. The product is: [N:1]([CH:10]([C:17]1[CH:22]=[CH:21][CH:20]=[CH:19][CH:18]=1)[CH2:11][CH2:12][N:13]1[CH2:14][CH2:15][CH2:16]1)=[N+:2]=[N-:3]. (5) Given the reactants C(=O)([O-])[O-].[K+].[K+].[CH3:7][O:8][C:9](=[O:42])[NH:10][C@H:11]([C:15]([N:17]1[CH2:21][CH2:20][CH2:19][C@H:18]1[C:22]1[NH:23][CH:24]=[C:25]([C:27]2[CH:32]=[CH:31][C:30](B3OC(C)(C)C(C)(C)O3)=[CH:29][CH:28]=2)[N:26]=1)=[O:16])[CH:12]([CH3:14])[CH3:13].[NH2:43][C:44]1[C:45]([Cl:55])=[CH:46][C:47](Br)=[C:48]([C:50]([F:53])([F:52])[F:51])[CH:49]=1, predict the reaction product. The product is: [CH3:7][O:8][C:9](=[O:42])[NH:10][C@H:11]([C:15]([N:17]1[CH2:21][CH2:20][CH2:19][C@H:18]1[C:22]1[NH:23][CH:24]=[C:25]([C:27]2[CH:28]=[CH:29][C:30]([C:47]3[CH:46]=[C:45]([Cl:55])[C:44]([NH2:43])=[CH:49][C:48]=3[C:50]([F:52])([F:53])[F:51])=[CH:31][CH:32]=2)[N:26]=1)=[O:16])[CH:12]([CH3:14])[CH3:13]. (6) Given the reactants C[O:2][C:3]1[CH:8]=[CH:7][C:6]([C:9]2[C:17]3[C:12](=[C:13]([C:18]4[CH:23]=[CH:22][CH:21]=[CH:20][CH:19]=4)[CH:14]=[CH:15][CH:16]=3)[N:11]([CH2:24][CH2:25][CH3:26])[N:10]=2)=[CH:5][CH:4]=1.B(Br)(Br)Br, predict the reaction product. The product is: [C:18]1([C:13]2[CH:14]=[CH:15][CH:16]=[C:17]3[C:12]=2[N:11]([CH2:24][CH2:25][CH3:26])[N:10]=[C:9]3[C:6]2[CH:5]=[CH:4][C:3]([OH:2])=[CH:8][CH:7]=2)[CH:19]=[CH:20][CH:21]=[CH:22][CH:23]=1. (7) The product is: [CH3:28][O:27][N:26]([CH3:25])[C:6]([C:5]1[CH:4]=[C:3]2[CH2:9][CH2:10][CH2:11][N:2]2[N:1]=1)=[O:7]. Given the reactants [N:1]1[N:2]2[CH2:11][CH2:10][CH2:9][C:3]2=[CH:4][C:5]=1[C:6]([O-])=[O:7].[K+].CN(C)C=O.C(Cl)(=O)C(Cl)=O.Cl.[CH3:25][NH:26][O:27][CH3:28].C(N(CC)C(C)C)(C)C, predict the reaction product. (8) Given the reactants Cl.[NH2:2][OH:3].[Cl:4][C:5]1[CH:6]=[C:7]([C@@H:15]([CH2:26][CH:27]2[CH2:32][CH2:31][C:30](=O)[CH2:29][CH2:28]2)[C:16]([NH:18][C:19]2[CH:24]=[CH:23][C:22]([Cl:25])=[CH:21][N:20]=2)=[O:17])[CH:8]=[CH:9][C:10]=1[S:11]([CH3:14])(=[O:13])=[O:12], predict the reaction product. The product is: [Cl:4][C:5]1[CH:6]=[C:7]([C@@H:15]([CH2:26][CH:27]2[CH2:32][CH2:31][C:30](=[N:2][OH:3])[CH2:29][CH2:28]2)[C:16]([NH:18][C:19]2[CH:24]=[CH:23][C:22]([Cl:25])=[CH:21][N:20]=2)=[O:17])[CH:8]=[CH:9][C:10]=1[S:11]([CH3:14])(=[O:13])=[O:12].